Dataset: Forward reaction prediction with 1.9M reactions from USPTO patents (1976-2016). Task: Predict the product of the given reaction. (1) Given the reactants [S:1]1[C:5]([C:6]([C:14]2[CH:15]=[C:16]3[C:21](=[CH:22][CH:23]=2)[N:20]=[C:19]([O:24]C)[CH:18]=[C:17]3[C:26]2[CH:31]=[CH:30][CH:29]=[C:28]([Cl:32])[CH:27]=2)([C:8]2[N:9]([CH3:13])[CH:10]=[N:11][CH:12]=2)[OH:7])=[CH:4][C:3]2[CH:33]=[CH:34][CH:35]=[CH:36][C:2]1=2.Cl, predict the reaction product. The product is: [S:1]1[C:5]([C:6]([OH:7])([C:8]2[N:9]([CH3:13])[CH:10]=[N:11][CH:12]=2)[C:14]2[CH:15]=[C:16]3[C:21](=[CH:22][CH:23]=2)[NH:20][C:19](=[O:24])[CH:18]=[C:17]3[C:26]2[CH:31]=[CH:30][CH:29]=[C:28]([Cl:32])[CH:27]=2)=[CH:4][C:3]2[CH:33]=[CH:34][CH:35]=[CH:36][C:2]1=2. (2) Given the reactants [CH3:1][CH:2]([CH:8]([C:19]1[C:27]2[C:22](=[C:23]([CH2:28][S:29][CH3:30])[CH:24]=[CH:25][CH:26]=2)[NH:21][CH:20]=1)[C:9]1[CH:14]=[CH:13][C:12]([C:15]([F:18])([F:17])[F:16])=[CH:11][CH:10]=1)[C:3](OCC)=[O:4].BrC1SC(C(C2C3C(=C(CSC)C=CC=3)NC=2)CCO)=CN=1, predict the reaction product. The product is: [CH3:1][CH:2]([CH:8]([C:19]1[C:27]2[C:22](=[C:23]([CH2:28][S:29][CH3:30])[CH:24]=[CH:25][CH:26]=2)[NH:21][CH:20]=1)[C:9]1[CH:10]=[CH:11][C:12]([C:15]([F:17])([F:18])[F:16])=[CH:13][CH:14]=1)[CH2:3][OH:4]. (3) Given the reactants [CH3:1][N:2]1[C:10]2[C:5](=[CH:6][CH:7]=[C:8]([NH2:11])[CH:9]=2)[C:4]([C:12]2[CH:17]=[CH:16][CH:15]=[CH:14][CH:13]=2)=[CH:3]1.Cl[C:19]1[N:28]=[CH:27][C:26]([CH:29]2[CH2:31][CH2:30]2)=[CH:25][C:20]=1[C:21]([O:23][CH3:24])=[O:22].C(=O)([O-])[O-].[Cs+].[Cs+].C1(P(C2CCCCC2)C2C(OC)=CC=C(OC)C=2C2C(C(C)C)=CC(C(C)C)=CC=2C(C)C)CCCCC1, predict the reaction product. The product is: [CH:29]1([C:26]2[CH:27]=[N:28][C:19]([NH:11][C:8]3[CH:9]=[C:10]4[C:5]([C:4]([C:12]5[CH:13]=[CH:14][CH:15]=[CH:16][CH:17]=5)=[CH:3][N:2]4[CH3:1])=[CH:6][CH:7]=3)=[C:20]([CH:25]=2)[C:21]([O:23][CH3:24])=[O:22])[CH2:30][CH2:31]1. (4) Given the reactants [C:1]1([S:7]([O-:9])=[O:8])[CH:6]=[CH:5][CH:4]=[CH:3][CH:2]=1.[Na+].[Br:11]Br, predict the reaction product. The product is: [C:1]1([S:7]([Br:11])(=[O:9])=[O:8])[CH:6]=[CH:5][CH:4]=[CH:3][CH:2]=1. (5) Given the reactants C(NC(C)C)(C)C.[Li]CCCC.[C:13]([Si:17]([CH3:28])([CH3:27])[C:18]1[C:23]([F:24])=[CH:22][N:21]=[C:20]([F:25])[C:19]=1[F:26])([CH3:16])([CH3:15])[CH3:14].[F:29][C:30]1[C:35]([C:36](N(OC)C)=[O:37])=[CH:34][CH:33]=[CH:32][N:31]=1, predict the reaction product. The product is: [Si:17]([C:18]1[C:19]([F:26])=[C:20]([F:25])[N:21]=[C:22]([C:36]([C:35]2[C:30]([F:29])=[N:31][CH:32]=[CH:33][CH:34]=2)=[O:37])[C:23]=1[F:24])([C:13]([CH3:16])([CH3:15])[CH3:14])([CH3:28])[CH3:27]. (6) Given the reactants Br[C:2]1[C:3]([F:19])=[CH:4][C:5]2[O:15][CH2:14][CH2:13][C:12]3[S:11][C:10]([C:16]([NH2:18])=[O:17])=[N:9][C:8]=3[C:6]=2[CH:7]=1.[C:20]([C:22]1([OH:27])[CH2:26][CH2:25][CH2:24][CH2:23]1)#[CH:21], predict the reaction product. The product is: [F:19][C:3]1[C:2]([C:21]#[C:20][C:22]2([OH:27])[CH2:26][CH2:25][CH2:24][CH2:23]2)=[CH:7][C:6]2[C:8]3[N:9]=[C:10]([C:16]([NH2:18])=[O:17])[S:11][C:12]=3[CH2:13][CH2:14][O:15][C:5]=2[CH:4]=1. (7) Given the reactants [Cl:1][CH2:2][CH2:3][CH2:4][N:5]=[C:6]=[O:7].CO[C:10]([C:12]1([CH3:36])[CH2:24][C:23]2[C:22]3[C:17](=[CH:18][CH:19]=[C:20]([O:25][CH:26]([F:28])[F:27])[CH:21]=3)[NH:16][C:15]=2[CH:14]([C:29]2[CH:34]=[CH:33][CH:32]=[C:31]([OH:35])[CH:30]=2)[NH:13]1)=[O:11], predict the reaction product. The product is: [Cl:1][CH2:2][CH2:3][CH2:4][N:5]1[C:6](=[O:7])[N:13]2[CH:14]([C:29]3[CH:34]=[CH:33][CH:32]=[C:31]([OH:35])[CH:30]=3)[C:15]3[NH:16][C:17]4[C:22]([C:23]=3[CH2:24][C:12]2([CH3:36])[C:10]1=[O:11])=[CH:21][C:20]([O:25][CH:26]([F:28])[F:27])=[CH:19][CH:18]=4.